From a dataset of Catalyst prediction with 721,799 reactions and 888 catalyst types from USPTO. Predict which catalyst facilitates the given reaction. (1) Reactant: [N:1]1[CH:6]=[CH:5][CH:4]=[C:3]([CH2:7][NH:8][C:9]([C:11]2[CH:38]=[CH:37][C:14]3[N:15]([C:18]4[CH:23]=[CH:22][C:21]([O:24][CH2:25][C:26]5[CH:31]=[CH:30][C:29]([O:32][C:33]([F:36])([F:35])[F:34])=[CH:28][CH:27]=5)=[CH:20][CH:19]=4)[CH:16]=[N:17][C:13]=3[CH:12]=2)=[O:10])[CH:2]=1.ClC1C=C(C=CC=1)C(OO)=[O:44]. Product: [O-:44][N+:1]1[CH:6]=[CH:5][CH:4]=[C:3]([CH2:7][NH:8][C:9]([C:11]2[CH:38]=[CH:37][C:14]3[N:15]([C:18]4[CH:23]=[CH:22][C:21]([O:24][CH2:25][C:26]5[CH:31]=[CH:30][C:29]([O:32][C:33]([F:36])([F:34])[F:35])=[CH:28][CH:27]=5)=[CH:20][CH:19]=4)[CH:16]=[N:17][C:13]=3[CH:12]=2)=[O:10])[CH:2]=1. The catalyst class is: 2. (2) Reactant: [N:1]1([C:7]([O:9][C:10]([CH3:13])([CH3:12])[CH3:11])=[O:8])[CH2:6][CH2:5][NH:4][CH2:3][CH2:2]1.Br[CH2:15][C:16]1[C:17]([F:29])=[C:18]([CH:26]=[CH:27][CH:28]=1)[C:19]([NH:21][C:22]([CH3:25])([CH3:24])[CH3:23])=[O:20].[I-].[Na+].C(N(CC)CC)C. Product: [C:22]([NH:21][C:19]([C:18]1[C:17]([F:29])=[C:16]([CH:28]=[CH:27][CH:26]=1)[CH2:15][N:4]1[CH2:5][CH2:6][N:1]([C:7]([O:9][C:10]([CH3:13])([CH3:12])[CH3:11])=[O:8])[CH2:2][CH2:3]1)=[O:20])([CH3:25])([CH3:23])[CH3:24]. The catalyst class is: 744.